The task is: Binary Classification. Given a miRNA mature sequence and a target amino acid sequence, predict their likelihood of interaction.. This data is from Experimentally validated miRNA-target interactions with 360,000+ pairs, plus equal number of negative samples. (1) The miRNA is hsa-miR-107 with sequence AGCAGCAUUGUACAGGGCUAUCA. The protein sequence of the target gene is MGPAGSLLGSGQMQITLWGSLAAVAIFFVITFLIFLCSSCDREKKPRQHSGDHENLMNVPSDKEMFSRSVTSLATDAPASSEQNGALTNGDILSEDSTLTCMQHYEEVQTSASDLLDSQDSTGKPKCHQSRELPRIPPESAVDTMLTARSVDGDQGLGMEGPYEVLKDSSSQENMVEDCLYETVKEIKEVAAAAHLEKGHSGKAKSTSASKELPGPQTEGKAEFAEYASVDRNKKCRQSVNVESILGNSCDPEEEAPPPVPVKLLDENENLQEKEGGEAEESATDTTSETNKRFSSLSYK.... Result: 1 (interaction). (2) The miRNA is hsa-miR-124-5p with sequence CGUGUUCACAGCGGACCUUGAU. The protein sequence of the target gene is MVGERHAGDLMVPLGPRLQAYPEELIRQRPGHDGHPEYLIRWSVLKCGEVGKVGVEEGKAEHILMWLSAPEVYANCPGLLGERALSKGLQHEPAGVSGSFPRDPGGLDEVAMGEMEADVQALVRRAARQLAESGTPSLTAAVLHTIHVLSAYASIGPLTGVFRETGALDLLMHMLCNPEPQIRRSAGKMLQALAAHDAGSRAHVLLSLSQQDGIEQHMDFDSRYTLLELFAETTSSEEHCMAFEGIHLPQIPGKLLFSLVKRYLCVTSLLDQLNSSPELGAGDQSSPCATREKSRGQREL.... Result: 0 (no interaction). (3) The miRNA is mmu-miR-149-5p with sequence UCUGGCUCCGUGUCUUCACUCCC. The protein sequence of the target gene is MNKHPWKNQLSEMVQPSGGPAEDQDMLGEESSLGKPAMLHLPSEQGTPETLQRCLEENQELRDAIRQSNQMLRERCEELLHFQVSQREEKEFLMCKFQEARKLVERLSLEKLDLRSQREQALKELEQLKKCQQQMAEDKASVKAQVTSLLGELQESQSRLEAATKDRQALEGRIRAVSEQVRQLESEREVLQQQHSVQVDQLRMQNQSVEAALRMERQAASEEKRKLAQLQAAYHQLFQDYDSHIKSSKGMQLEDLRQQLQQAEEALVAKQELIDKLKEEAEQHKIVMETVPVLKAQADI.... Result: 1 (interaction). (4) The miRNA is hsa-miR-4785 with sequence AGAGUCGGCGACGCCGCCAGC. The protein sequence of the target gene is MCERSLYRAGYVGSLLNLQSPDSFYFSNLRPNGGQLAALPPISYPRGALPWAATPASCAPAQPAGATAFGGFSQPYLAGSGPLGLQPPTAKDGPEEQAKFYAPEAAAGPEERGRTRPSFAPESSLAPAVAALKAAKYDYAGVGRATPGSTTLLQGAPCAPGFKDDTKGPLNLNMTVQAAGVASCLRPSLPDGLPWGAAPGRARKKRKPYTKQQIAELENEFLVNEFINRQKRKELSNRLNLSDQQVKIWFQNRRMKKKRVVLREQALALY. Result: 0 (no interaction).